This data is from Forward reaction prediction with 1.9M reactions from USPTO patents (1976-2016). The task is: Predict the product of the given reaction. (1) Given the reactants C(O[C:4]1[C:5](=[O:12])[C:6](=[O:11])[C:7]=1[O:8][CH2:9][CH3:10])C.[NH2:13][C:14]1[CH:15]=[C:16]2[C:20](=[CH:21][CH:22]=1)[NH:19][NH:18][C:17]2=[O:23], predict the reaction product. The product is: [CH2:9]([O:8][C:7]1[C:6](=[O:11])[C:5](=[O:12])[C:4]=1[NH:13][C:14]1[CH:15]=[C:16]2[C:20](=[CH:21][CH:22]=1)[NH:19][NH:18][C:17]2=[O:23])[CH3:10]. (2) Given the reactants [H-].[Na+].[C:3]([CH2:5][C:6]1[CH:15]=[CH:14][C:13]2[C:8](=[CH:9][CH:10]=[C:11]([O:16][CH3:17])[CH:12]=2)[CH:7]=1)#[N:4].[CH2:18](Br)[CH2:19][CH2:20][CH:21]=[CH2:22].O, predict the reaction product. The product is: [C:3]([CH:5]([C:6]1[CH:15]=[CH:14][C:13]2[C:8](=[CH:9][CH:10]=[C:11]([O:16][CH3:17])[CH:12]=2)[CH:7]=1)[CH2:22][CH2:21][CH2:20][CH:19]=[CH2:18])#[N:4]. (3) Given the reactants [C:1]([Cl:4])(=[O:3])[CH3:2].[Cl:5][C:6]1[CH:11]=[CH:10][CH:9]=[CH:8][C:7]=1[CH2:12][CH2:13][N:14]([CH3:32])[CH2:15][CH2:16][CH2:17][CH2:18][C:19]([C:21]1[CH:31]=[CH:30][C:24]2[CH2:25][CH2:26][NH:27][CH2:28][CH2:29][C:23]=2[CH:22]=1)=[O:20].C(N(CC)CC)C.O, predict the reaction product. The product is: [ClH:4].[C:1]([N:27]1[CH2:26][CH2:25][C:24]2[CH:30]=[CH:31][C:21]([C:19](=[O:20])[CH2:18][CH2:17][CH2:16][CH2:15][N:14]([CH2:13][CH2:12][C:7]3[CH:8]=[CH:9][CH:10]=[CH:11][C:6]=3[Cl:5])[CH3:32])=[CH:22][C:23]=2[CH2:29][CH2:28]1)(=[O:3])[CH3:2].